Dataset: Full USPTO retrosynthesis dataset with 1.9M reactions from patents (1976-2016). Task: Predict the reactants needed to synthesize the given product. (1) Given the product [C:1]([O:5][C:6]([NH:8][C@@H:9]([CH2:20][CH2:21][CH2:22][C@H:23]([O:42][CH2:43][CH2:44][CH3:45])[C@H:24]([C@@H:30]([OH:32])[CH3:31])[CH2:25][CH2:26][CH:27]([CH3:29])[CH3:28])[C:10]([O:12][CH2:13][C:14]1[CH:19]=[CH:18][CH:17]=[CH:16][CH:15]=1)=[O:11])=[O:7])([CH3:2])([CH3:3])[CH3:4], predict the reactants needed to synthesize it. The reactants are: [C:1]([O:5][C:6]([NH:8][C@@H:9]([CH2:20][CH2:21][CH2:22][C@H:23]([O:42][CH2:43][CH2:44][CH3:45])[C@H:24]([C@@H:30]([O:32]CC1C=CC(OC)=CC=1)[CH3:31])[CH2:25][CH2:26][CH:27]([CH3:29])[CH3:28])[C:10]([O:12][CH2:13][C:14]1[CH:19]=[CH:18][CH:17]=[CH:16][CH:15]=1)=[O:11])=[O:7])([CH3:4])([CH3:3])[CH3:2].C(C1C(=O)C(Cl)=C(Cl)C(=O)C=1C#N)#N.[OH-].[Na+]. (2) Given the product [CH3:16][O:15][N:14]([CH3:13])[C:8](=[O:9])[CH2:7][C:3]1[CH:4]=[CH:5][CH:6]=[C:1]([CH3:11])[CH:2]=1, predict the reactants needed to synthesize it. The reactants are: [C:1]1([CH3:11])[CH:6]=[CH:5][CH:4]=[C:3]([CH2:7][C:8](O)=[O:9])[CH:2]=1.Cl.[CH3:13][NH:14][O:15][CH3:16].C(Cl)CCl.C1C=NC2N(O)N=NC=2C=1.CCN(C(C)C)C(C)C. (3) Given the product [NH3:5].[CH3:11][OH:12].[C:1]([N:5]1[CH2:10][CH2:9][NH:8][C@@H:7]([C:18]([N:20]2[CH2:25][CH2:24][N:23]([C:35]([NH:34][C:31]3[CH:32]=[CH:33][C:28]([C:26]#[N:27])=[C:29]([C:44]([F:45])([F:47])[F:46])[CH:30]=3)=[O:36])[CH2:22][CH2:21]2)=[O:19])[CH2:6]1)([CH3:4])([CH3:2])[CH3:3], predict the reactants needed to synthesize it. The reactants are: [C:1]([N:5]1[CH2:10][CH2:9][N:8]([C:11](OC(C)(C)C)=[O:12])[C@@H:7]([C:18]([N:20]2[CH2:25][CH2:24][NH:23][CH2:22][CH2:21]2)=[O:19])[CH2:6]1)([CH3:4])([CH3:3])[CH3:2].[C:26]([C:28]1[CH:33]=[CH:32][C:31]([NH:34][C:35](=O)[O:36]C2C=CC=CC=2)=[CH:30][C:29]=1[C:44]([F:47])([F:46])[F:45])#[N:27]. (4) The reactants are: Br[C:2]1[C:10]2[CH:9]=[CH:8][N:7]=[CH:6][C:5]=2[N:4]2[CH2:11][CH2:12][CH2:13][C:3]=12.C([Li])CCC.C(OC([N:26]1[C@@H:30]([CH3:31])[CH2:29]OS1(=O)=O)=O)(C)(C)C.O. Given the product [NH3:4].[CH2:13]1[C:3]2=[C:2]([CH2:29][C@@H:30]([NH2:26])[CH3:31])[C:10]3[CH:9]=[CH:8][N:7]=[CH:6][C:5]=3[N:4]2[CH2:11][CH2:12]1, predict the reactants needed to synthesize it.